Dataset: Catalyst prediction with 721,799 reactions and 888 catalyst types from USPTO. Task: Predict which catalyst facilitates the given reaction. Reactant: [NH2:1][C:2]1[C:3]([NH:15][CH2:16][C:17]2[CH:18]=[C:19]3[C:24](=[CH:25][CH:26]=2)[N:23]=[CH:22][CH:21]=[CH:20]3)=[N:4][C:5]([C:9]2[CH:10]=[N:11][N:12]([CH3:14])[CH:13]=2)=[CH:6][C:7]=1[OH:8].C(O)(=O)C.[N:31]([O-])=O.[Na+].[OH-].[Na+]. Product: [CH3:14][N:12]1[CH:13]=[C:9]([C:5]2[N:4]=[C:3]3[N:15]([CH2:16][C:17]4[CH:18]=[C:19]5[C:24](=[CH:25][CH:26]=4)[N:23]=[CH:22][CH:21]=[CH:20]5)[N:31]=[N:1][C:2]3=[C:7]([OH:8])[CH:6]=2)[CH:10]=[N:11]1. The catalyst class is: 6.